From a dataset of Full USPTO retrosynthesis dataset with 1.9M reactions from patents (1976-2016). Predict the reactants needed to synthesize the given product. (1) Given the product [Br:21][C:18]1[CH:19]=[CH:20][C:15]([C:14]2[C:10]3[CH:9]=[CH:8][C:7]([O:6][CH2:5][CH2:4][CH2:3][CH2:2][N:26]([CH2:27][CH3:28])[CH2:24][CH3:25])=[CH:23][C:11]=3[S:12][C:13]=2[CH3:22])=[CH:16][CH:17]=1, predict the reactants needed to synthesize it. The reactants are: Br[CH2:2][CH2:3][CH2:4][CH2:5][O:6][C:7]1[CH:8]=[CH:9][C:10]2[C:14]([C:15]3[CH:20]=[CH:19][C:18]([Br:21])=[CH:17][CH:16]=3)=[C:13]([CH3:22])[S:12][C:11]=2[CH:23]=1.[CH2:24]([NH:26][CH2:27][CH3:28])[CH3:25]. (2) Given the product [CH3:32][N:12]1[C@H:11]([C:10]2[CH:9]=[CH:8][C:5]([C:6]#[N:7])=[CH:4][C:3]=2[CH2:2][NH:39][CH:40]2[CH2:45][CH2:44][O:43][CH2:42][CH2:41]2)[C:16]2[C:17](=[O:20])[CH2:18][CH2:19][C:15]=2[N:14]([C:21]2[CH:26]=[CH:25][CH:24]=[C:23]([C:27]([F:29])([F:30])[F:28])[CH:22]=2)[C:13]1=[O:31], predict the reactants needed to synthesize it. The reactants are: Br[CH2:2][C:3]1[CH:4]=[C:5]([CH:8]=[CH:9][C:10]=1[CH:11]1[C:16]2[C:17](=[O:20])[CH2:18][CH2:19][C:15]=2[N:14]([C:21]2[CH:26]=[CH:25][CH:24]=[C:23]([C:27]([F:30])([F:29])[F:28])[CH:22]=2)[C:13](=[O:31])[N:12]1[CH3:32])[C:6]#[N:7].C(=O)([O-])[O-].[K+].[K+].[NH2:39][CH:40]1[CH2:45][CH2:44][O:43][CH2:42][CH2:41]1. (3) Given the product [Cl:1][C:2]1[CH:11]=[CH:10][C:9]([N+:12]([O-:14])=[O:13])=[C:8]2[C:3]=1[CH:4]=[CH:5][CH:6]=[N:7]2, predict the reactants needed to synthesize it. The reactants are: [Cl:1][C:2]1[CH:11]=[CH:10][CH:9]=[C:8]2[C:3]=1[CH:4]=[CH:5][CH:6]=[N:7]2.[N+:12]([O-])([O-:14])=[O:13].[K+].OS(O)(=O)=O. (4) Given the product [NH2:14][CH2:13][CH:12]([C:17]1[CH:18]=[C:19]([CH:22]=[CH:23][CH:24]=1)[C:20]#[N:21])[C:8]1([C:5]2[CH:6]=[CH:7][C:2]([Cl:1])=[CH:3][CH:4]=2)[CH2:11][CH2:10][CH2:9]1, predict the reactants needed to synthesize it. The reactants are: [Cl:1][C:2]1[CH:7]=[CH:6][C:5]([C:8]2([CH:12]([C:17]3[CH:18]=[C:19]([CH:22]=[CH:23][CH:24]=3)[C:20]#[N:21])[CH2:13][N+:14]([O-])=O)[CH2:11][CH2:10][CH2:9]2)=[CH:4][CH:3]=1.C(O)(=O)C.